Dataset: Peptide-MHC class I binding affinity with 185,985 pairs from IEDB/IMGT. Task: Regression. Given a peptide amino acid sequence and an MHC pseudo amino acid sequence, predict their binding affinity value. This is MHC class I binding data. The peptide sequence is RVYQESQV. The MHC is H-2-Kb with pseudo-sequence H-2-Kb. The binding affinity (normalized) is 0.0735.